This data is from Reaction yield outcomes from USPTO patents with 853,638 reactions. The task is: Predict the reaction yield, written as a fraction of the theoretical maximum amount of product (1.0 means a 100% yield; for example, 0.34 means a 34% yield). The reactants are [CH3:1][O:2][C:3]1[CH:4]=[C:5]([CH:17]=[CH:18][C:19]=1[O:20][CH3:21])[CH2:6][C:7]1[O:11][N:10]=[C:9]([C:12]([O:14]CC)=O)[N:8]=1.Cl.[Cl:23][C:24]1[CH:25]=[C:26]2[C:30](=[CH:31][CH:32]=1)[NH:29][CH:28]=[C:27]2[CH2:33][CH2:34][NH2:35].CN(C(ON1N=NC2C=CC=NC1=2)=[N+](C)C)C.F[P-](F)(F)(F)(F)F.C(N(CC)C(C)C)(C)C. The catalyst is CO.[OH-].[Na+].O.CN(C=O)C. The product is [Cl:23][C:24]1[CH:25]=[C:26]2[C:30](=[CH:31][CH:32]=1)[NH:29][CH:28]=[C:27]2[CH2:33][CH2:34][NH:35][C:12]([C:9]1[N:8]=[C:7]([CH2:6][C:5]2[CH:17]=[CH:18][C:19]([O:20][CH3:21])=[C:3]([O:2][CH3:1])[CH:4]=2)[O:11][N:10]=1)=[O:14]. The yield is 0.320.